Dataset: Forward reaction prediction with 1.9M reactions from USPTO patents (1976-2016). Task: Predict the product of the given reaction. (1) Given the reactants [NH2:1][CH:2]1[CH2:7][CH2:6][CH2:5][N:4]([C:8]2[CH:9]=[N:10][C:11]([O:17][C:18]3[CH:23]=[CH:22][C:21]([O:24][C:25]4[CH:30]=[CH:29][CH:28]=[CH:27][CH:26]=4)=[CH:20][CH:19]=3)=[C:12]([C:14]([NH2:16])=[O:15])[CH:13]=2)[CH2:3]1.C(N(CC)C(C)C)(C)C.[C:40](Cl)(=[O:43])[CH:41]=[CH2:42], predict the reaction product. The product is: [C:40]([NH:1][CH:2]1[CH2:7][CH2:6][CH2:5][N:4]([C:8]2[CH:9]=[N:10][C:11]([O:17][C:18]3[CH:23]=[CH:22][C:21]([O:24][C:25]4[CH:30]=[CH:29][CH:28]=[CH:27][CH:26]=4)=[CH:20][CH:19]=3)=[C:12]([C:14]([NH2:16])=[O:15])[CH:13]=2)[CH2:3]1)(=[O:43])[CH:41]=[CH2:42]. (2) Given the reactants [CH2:1]([N:3]1[CH2:8][CH2:7][NH:6][CH2:5][CH2:4]1)[CH3:2].[Cl:9][C:10]1[CH:15]=[C:14](F)[CH:13]=[CH:12][C:11]=1[N+:17]([O-:19])=[O:18].C(=O)([O-])[O-].[K+].[K+], predict the reaction product. The product is: [Cl:9][C:10]1[CH:15]=[C:14]([N:6]2[CH2:7][CH2:8][N:3]([CH2:1][CH3:2])[CH2:4][CH2:5]2)[CH:13]=[CH:12][C:11]=1[N+:17]([O-:19])=[O:18]. (3) Given the reactants [Cl:1][C:2]1[CH:23]=[C:22]([Cl:24])[CH:21]=[CH:20][C:3]=1[CH2:4][C:5]1[S:9][C:8]([CH:10]([CH3:12])[CH3:11])=[N:7][C:6]=1[CH2:13][CH2:14][C:15](OCC)=[O:16].[Cl-].[Ca+2].[Cl-].[BH4-].[Na+].[Cl-].[NH4+], predict the reaction product. The product is: [Cl:1][C:2]1[CH:23]=[C:22]([Cl:24])[CH:21]=[CH:20][C:3]=1[CH2:4][C:5]1[S:9][C:8]([CH:10]([CH3:11])[CH3:12])=[N:7][C:6]=1[CH2:13][CH2:14][CH2:15][OH:16]. (4) The product is: [CH:1]1([NH:4][C:5]([N:7]=[CH:8][N:9]([CH3:11])[CH3:10])=[S:6])[CH2:3][CH2:2]1. Given the reactants [CH:1]1([NH:4][C:5]([NH2:7])=[S:6])[CH2:3][CH2:2]1.[CH3:8][N:9]([CH:11](OC)OC)[CH3:10], predict the reaction product. (5) Given the reactants [CH2:1]([O:3][C:4]([C:6]1[NH:7][C:8]2[C:13]([CH:14]=1)=[CH:12][C:11]([O:15]C)=[C:10]([Br:17])[CH:9]=2)=[O:5])[CH3:2].B(Br)(Br)Br.C(=O)(O)[O-].[Na+], predict the reaction product. The product is: [CH2:1]([O:3][C:4]([C:6]1[NH:7][C:8]2[C:13]([CH:14]=1)=[CH:12][C:11]([OH:15])=[C:10]([Br:17])[CH:9]=2)=[O:5])[CH3:2]. (6) Given the reactants [NH:1]1[CH2:6][CH2:5][CH2:4][CH2:3][C:2]1=[O:7].Br[C:9]1[CH:14]=[C:13]([F:15])[C:12]([C:16]([N:18]2[CH2:23][CH2:22][N:21]([C:24]3[C:29]([CH3:30])=[CH:28][C:27]([CH3:31])=[CH:26][N:25]=3)[CH2:20][CH2:19]2)=[O:17])=[C:11]([F:32])[CH:10]=1, predict the reaction product. The product is: [CH3:30][C:29]1[C:24]([N:21]2[CH2:22][CH2:23][N:18]([C:16]([C:12]3[C:13]([F:15])=[CH:14][C:9]([N:1]4[CH2:6][CH2:5][CH2:4][CH2:3][C:2]4=[O:7])=[CH:10][C:11]=3[F:32])=[O:17])[CH2:19][CH2:20]2)=[N:25][CH:26]=[C:27]([CH3:31])[CH:28]=1. (7) Given the reactants [NH2:1][CH2:2][C@@H:3]1[CH2:8][CH2:7][CH2:6][CH2:5][N:4]1C(OC(C)(C)C)=O.[F:16][C:17]1[CH:38]=[CH:37][CH:36]=[C:35]([F:39])[C:18]=1[CH2:19][O:20][C:21]1[C:22]2[N:23]([C:28]([C:32](O)=[O:33])=[C:29]([CH3:31])[N:30]=2)[CH:24]=[C:25]([CH3:27])[CH:26]=1.CN(C(ON1N=NC2C=CC=NC1=2)=[N+](C)C)C.F[P-](F)(F)(F)(F)F.C(N(CC)C(C)C)(C)C, predict the reaction product. The product is: [F:16][C:17]1[CH:38]=[CH:37][CH:36]=[C:35]([F:39])[C:18]=1[CH2:19][O:20][C:21]1[C:22]2[N:23]([C:28]([C:32]([NH:1][CH2:2][C@@H:3]3[CH2:8][CH2:7][CH2:6][CH2:5][NH:4]3)=[O:33])=[C:29]([CH3:31])[N:30]=2)[CH:24]=[C:25]([CH3:27])[CH:26]=1. (8) Given the reactants [Cl:1][C:2]1[CH:7]=[CH:6][C:5]([C:8]2[C:9]([O:17][CH2:18][C:19]([F:22])([F:21])[F:20])=[N:10][CH:11]=[C:12]([CH:16]=2)[C:13](O)=[O:14])=[CH:4][C:3]=1[CH3:23].[F:24][C:25]([F:34])([F:33])[C:26]1[N:30]=[C:29]([CH2:31][NH2:32])[O:28][N:27]=1, predict the reaction product. The product is: [Cl:1][C:2]1[CH:7]=[CH:6][C:5]([C:8]2[C:9]([O:17][CH2:18][C:19]([F:22])([F:20])[F:21])=[N:10][CH:11]=[C:12]([CH:16]=2)[C:13]([NH:32][CH2:31][C:29]2[O:28][N:27]=[C:26]([C:25]([F:24])([F:33])[F:34])[N:30]=2)=[O:14])=[CH:4][C:3]=1[CH3:23]. (9) Given the reactants F[C:2]1[CH:7]=[C:6](F)[CH:5]=[CH:4][C:3]=1[N+:9]([O-:11])=[O:10].[Cl:12][C:13]1[CH:14]=[C:15]([CH:18]=[C:19]([Cl:21])[CH:20]=1)[CH2:16][NH2:17].[CH:22]([N:25](CC)[CH:26]([CH3:28])C)([CH3:24])C.C(#[N:33])C, predict the reaction product. The product is: [ClH:12].[Cl:12][C:13]1[CH:14]=[C:15]([CH:18]=[C:19]([Cl:21])[CH:20]=1)[CH2:16][NH:17][C:2]1[CH:7]=[C:6]([N:33]2[CH2:28][CH2:26][NH:25][CH2:22][CH2:24]2)[CH:5]=[CH:4][C:3]=1[N+:9]([O-:11])=[O:10]. (10) Given the reactants C[O:2][C:3](=[O:19])[C:4]1[CH:9]=[CH:8][CH:7]=[C:6]([C:10]2[S:11][C:12]([S:15](=[O:18])(=[O:17])[NH2:16])=[CH:13][CH:14]=2)[CH:5]=1.[OH-].[Na+], predict the reaction product. The product is: [S:15]([C:12]1[S:11][C:10]([C:6]2[CH:5]=[C:4]([CH:9]=[CH:8][CH:7]=2)[C:3]([OH:19])=[O:2])=[CH:14][CH:13]=1)(=[O:18])(=[O:17])[NH2:16].